Task: Predict the reactants needed to synthesize the given product.. Dataset: Full USPTO retrosynthesis dataset with 1.9M reactions from patents (1976-2016) (1) Given the product [C:9]([O:13][C:14](=[O:35])[N:15]([C:17]1[CH:25]=[C:24]2[C:20]([C:21]([S:8][C:3]3[CH:4]=[CH:5][CH:6]=[CH:7][C:2]=3[Br:1])=[CH:22][N:23]2[CH2:26][C:27]2[CH:32]=[C:31]([F:33])[CH:30]=[C:29]([F:34])[CH:28]=2)=[CH:19][CH:18]=1)[CH3:16])([CH3:12])([CH3:10])[CH3:11], predict the reactants needed to synthesize it. The reactants are: [Br:1][C:2]1[CH:7]=[CH:6][CH:5]=[CH:4][C:3]=1[SH:8].[C:9]([O:13][C:14](=[O:35])[N:15]([C:17]1[CH:25]=[C:24]2[C:20]([CH:21]=[CH:22][N:23]2[CH2:26][C:27]2[CH:32]=[C:31]([F:33])[CH:30]=[C:29]([F:34])[CH:28]=2)=[CH:19][CH:18]=1)[CH3:16])([CH3:12])([CH3:11])[CH3:10].C(=O)([O-])O.[Na+]. (2) Given the product [NH2:43][C:39]1[N:40]=[CH:41][N:42]=[C:37]([C:11]2[CH:12]=[C:8]([C:6]3[CH:7]=[C:2]([Cl:1])[CH:3]=[CH:4][C:5]=3[CH3:29])[N:9]([C:22]([O:24][C:25]([CH3:26])([CH3:27])[CH3:28])=[O:23])[CH:10]=2)[CH:38]=1, predict the reactants needed to synthesize it. The reactants are: [Cl:1][C:2]1[CH:3]=[CH:4][C:5]([CH3:29])=[C:6]([C:8]2[N:9]([C:22]([O:24][C:25]([CH3:28])([CH3:27])[CH3:26])=[O:23])[CH:10]=[C:11](B3OC(C)(C)C(C)(C)O3)[CH:12]=2)[CH:7]=1.C([O-])([O-])=O.[Na+].[Na+].I[C:37]1[N:42]=[CH:41][N:40]=[C:39]([NH2:43])[CH:38]=1.